Dataset: Forward reaction prediction with 1.9M reactions from USPTO patents (1976-2016). Task: Predict the product of the given reaction. (1) Given the reactants [CH3:1][N:2]1[C:6]2[CH:7]=[CH:8][C:9]([C:11](O)=[O:12])=[CH:10][C:5]=2[N:4]=[C:3]1[NH:14][C:15]1[S:16][C:17]2[CH:23]=[C:22]([C:24]([F:27])([F:26])[F:25])[CH:21]=[CH:20][C:18]=2[N:19]=1.Cl.[CH3:29][O:30][C:31](=[O:35])[C@H:32]([CH3:34])[NH2:33].CN(C(ON1N=NC2C=CC=CC1=2)=[N+](C)C)C.F[P-](F)(F)(F)(F)F, predict the reaction product. The product is: [CH3:29][O:30][C:31](=[O:35])[C@@H:32]([NH:33][C:11]([C:9]1[CH:8]=[CH:7][C:6]2[N:2]([CH3:1])[C:3]([NH:14][C:15]3[S:16][C:17]4[CH:23]=[C:22]([C:24]([F:25])([F:26])[F:27])[CH:21]=[CH:20][C:18]=4[N:19]=3)=[N:4][C:5]=2[CH:10]=1)=[O:12])[CH3:34]. (2) Given the reactants [Br:1][C:2]1[CH:3]=[C:4]([CH:25]=[CH:26][CH:27]=1)[CH2:5][CH2:6][O:7][CH2:8][CH2:9][C:10]([N:12]([CH:19]1[CH2:24][CH2:23][CH2:22][CH2:21][CH2:20]1)[CH2:13][CH:14](OC)[O:15]C)=[O:11].Cl, predict the reaction product. The product is: [Br:1][C:2]1[CH:3]=[C:4]([CH:25]=[CH:26][CH:27]=1)[CH2:5][CH2:6][O:7][CH2:8][CH2:9][C:10]([N:12]([CH:19]1[CH2:20][CH2:21][CH2:22][CH2:23][CH2:24]1)[CH2:13][CH:14]=[O:15])=[O:11]. (3) Given the reactants [NH3:1].Cl[C:3]1[N:8]=[C:7]([NH:9][C@H:10]([C:12]2[N:17]=[C:16]3[CH:18]=[CH:19][N:20]([CH3:21])[C:15]3=[CH:14][C:13]=2[C:22]2[N:26]([CH3:27])[N:25]=[CH:24][CH:23]=2)[CH3:11])[C:6]([Cl:28])=[CH:5][N:4]=1.[OH-].[NH4+], predict the reaction product. The product is: [Cl:28][C:6]1[C:7]([NH:9][C@H:10]([C:12]2[N:17]=[C:16]3[CH:18]=[CH:19][N:20]([CH3:21])[C:15]3=[CH:14][C:13]=2[C:22]2[N:26]([CH3:27])[N:25]=[CH:24][CH:23]=2)[CH3:11])=[N:8][C:3]([NH2:1])=[N:4][CH:5]=1. (4) Given the reactants [NH2:1][C:2]1[C:3]([NH:13][CH2:14][CH2:15][CH2:16][Cl:17])=[C:4]([CH:9]=[CH:10][C:11]=1[Cl:12])[C:5]([O:7][CH3:8])=[O:6].[N:18]([C:21]1[C:22]([CH3:30])=[N:23][C:24]([O:28][CH3:29])=[N:25][C:26]=1[CH3:27])=[C:19]=S.C(=O)([O-])O.[Na+].Cl.C(N=C=NCCCN(C)C)C.C(N(CC)CC)C, predict the reaction product. The product is: [Cl:12][C:11]1[C:2]2[N:1]=[C:19]([NH:18][C:21]3[C:26]([CH3:27])=[N:25][C:24]([O:28][CH3:29])=[N:23][C:22]=3[CH3:30])[N:13]([CH2:14][CH2:15][CH2:16][Cl:17])[C:3]=2[C:4]([C:5]([O:7][CH3:8])=[O:6])=[CH:9][CH:10]=1. (5) Given the reactants [CH2:1]([N:3]([CH2:6][C:7]1[S:11][C:10]([C:12]2[O:16][N:15]=[C:14]([C:17]3[CH:22]=[CH:21][C:20]([CH2:23][CH2:24][NH2:25])=[CH:19][CH:18]=3)[N:13]=2)=[CH:9][C:8]=1[CH3:26])[CH2:4][CH3:5])[CH3:2].[OH:27][CH2:28][CH2:29][C:30](O)=[O:31], predict the reaction product. The product is: [CH2:1]([N:3]([CH2:6][C:7]1[S:11][C:10]([C:12]2[O:16][N:15]=[C:14]([C:17]3[CH:18]=[CH:19][C:20]([CH2:23][CH2:24][NH:25][C:28](=[O:27])[CH2:29][CH2:30][OH:31])=[CH:21][CH:22]=3)[N:13]=2)=[CH:9][C:8]=1[CH3:26])[CH2:4][CH3:5])[CH3:2]. (6) Given the reactants O.O.[Sn](Cl)Cl.[Cl:6][C:7]1[C:13]([N:14]2[CH2:18][CH2:17][CH2:16][CH:15]2[C:19](=[O:23])[N:20]([CH3:22])[CH3:21])=[CH:12][C:10]([NH2:11])=[C:9]([N+:24]([O-])=O)[CH:8]=1.C([O-])(O)=O.[Na+], predict the reaction product. The product is: [CH3:21][N:20]([CH3:22])[C:19]([CH:15]1[CH2:16][CH2:17][CH2:18][N:14]1[C:13]1[CH:12]=[C:10]([NH2:11])[C:9]([NH2:24])=[CH:8][C:7]=1[Cl:6])=[O:23].